The task is: Predict the product of the given reaction.. This data is from Forward reaction prediction with 1.9M reactions from USPTO patents (1976-2016). (1) Given the reactants [CH:1]([O:4][C:5]1[N:6]=[C:7]([C:10]2[CH:15]=[CH:14][C:13]([OH:16])=[C:12]([O:17][CH3:18])[CH:11]=2)[S:8][CH:9]=1)([CH3:3])[CH3:2].Br[CH2:20][CH2:21][CH2:22][O:23][C:24]1[CH:25]=[C:26]2[C:30](=[CH:31][CH:32]=1)[N:29]([CH2:33][C:34]([O:36][CH2:37]C)=[O:35])[CH:28]=[CH:27]2.C(=O)([O-])[O-].[Cs+].[Cs+], predict the reaction product. The product is: [CH:1]([O:4][C:5]1[N:6]=[C:7]([C:10]2[CH:15]=[CH:14][C:13]([O:16][CH2:20][CH2:21][CH2:22][O:23][C:24]3[CH:25]=[C:26]4[C:30](=[CH:31][CH:32]=3)[N:29]([CH2:33][C:34]([O:36][CH3:37])=[O:35])[CH:28]=[CH:27]4)=[C:12]([O:17][CH3:18])[CH:11]=2)[S:8][CH:9]=1)([CH3:3])[CH3:2]. (2) Given the reactants Cl.Cl.Cl.[CH3:4][C:5]1[C:6]2[O:28][CH:27]=[CH:26][C:7]=2[C:8]([N:11]2[CH2:16][CH2:15][N:14]([CH2:17][CH2:18][C@H:19]3[CH2:24][CH2:23][C@H:22]([NH2:25])[CH2:21][CH2:20]3)[CH2:13][CH2:12]2)=[N:9][CH:10]=1.[CH3:29][O:30][CH2:31][CH2:32][C:33](O)=[O:34], predict the reaction product. The product is: [CH3:29][O:30][CH2:31][CH2:32][C:33]([NH:25][C@H:22]1[CH2:21][CH2:20][C@H:19]([CH2:18][CH2:17][N:14]2[CH2:13][CH2:12][N:11]([C:8]3[C:7]4[CH:26]=[CH:27][O:28][C:6]=4[C:5]([CH3:4])=[CH:10][N:9]=3)[CH2:16][CH2:15]2)[CH2:24][CH2:23]1)=[O:34]. (3) Given the reactants [CH:1]([C:4]1[CH:9]=[C:8]([CH:10]([CH3:12])[CH3:11])[CH:7]=[C:6]([CH:13]([CH3:15])[CH3:14])[C:5]=1[S:16]([O:19][C:20]1[C:25]([CH2:26][C:27]2[CH:32]=[CH:31][C:30]([CH2:33]Cl)=[CH:29][C:28]=2[O:35][CH3:36])=[C:24]([CH3:37])[N:23]=[C:22]([NH2:38])[N:21]=1)(=[O:18])=[O:17])([CH3:3])[CH3:2].[F:39][C:40]([F:52])([F:51])[CH2:41][NH:42][CH2:43][C:44]([O:46][C:47]([CH3:50])([CH3:49])[CH3:48])=[O:45].C(=O)([O-])[O-].[Na+].[Na+].[I-].[K+], predict the reaction product. The product is: [NH2:38][C:22]1[N:23]=[C:24]([CH3:37])[C:25]([CH2:26][C:27]2[CH:32]=[CH:31][C:30]([CH2:33][N:42]([CH2:41][C:40]([F:39])([F:51])[F:52])[CH2:43][C:44]([O:46][C:47]([CH3:50])([CH3:49])[CH3:48])=[O:45])=[CH:29][C:28]=2[O:35][CH3:36])=[C:20]([O:19][S:16]([C:5]2[C:4]([CH:1]([CH3:2])[CH3:3])=[CH:9][C:8]([CH:10]([CH3:11])[CH3:12])=[CH:7][C:6]=2[CH:13]([CH3:15])[CH3:14])(=[O:18])=[O:17])[N:21]=1.